Dataset: Merck oncology drug combination screen with 23,052 pairs across 39 cell lines. Task: Regression. Given two drug SMILES strings and cell line genomic features, predict the synergy score measuring deviation from expected non-interaction effect. (1) Drug 1: NC(=O)c1cccc2cn(-c3ccc(C4CCCNC4)cc3)nc12. Drug 2: C#Cc1cccc(Nc2ncnc3cc(OCCOC)c(OCCOC)cc23)c1. Cell line: CAOV3. Synergy scores: synergy=4.79. (2) Drug 1: Cn1nnc2c(C(N)=O)ncn2c1=O. Drug 2: NC(=O)c1cccc2cn(-c3ccc(C4CCCNC4)cc3)nc12. Cell line: COLO320DM. Synergy scores: synergy=9.78. (3) Drug 1: CCC1=CC2CN(C1)Cc1c([nH]c3ccccc13)C(C(=O)OC)(c1cc3c(cc1OC)N(C)C1C(O)(C(=O)OC)C(OC(C)=O)C4(CC)C=CCN5CCC31C54)C2. Drug 2: CCc1cnn2c(NCc3ccc[n+]([O-])c3)cc(N3CCCCC3CCO)nc12. Cell line: HCT116. Synergy scores: synergy=-25.1. (4) Drug 1: O=C(CCCCCCC(=O)Nc1ccccc1)NO. Drug 2: CC(C)CC(NC(=O)C(Cc1ccccc1)NC(=O)c1cnccn1)B(O)O. Cell line: SW837. Synergy scores: synergy=17.4.